Dataset: Experimentally validated miRNA-target interactions with 360,000+ pairs, plus equal number of negative samples. Task: Binary Classification. Given a miRNA mature sequence and a target amino acid sequence, predict their likelihood of interaction. (1) The protein sequence of the target gene is MSVEDGGVPGLARPRQARWTLLLFLSTAMYGAHAPFLALCHVDGRVPFRPSSAVLLTELTKLLLCAFSLLVGWQTWPQGTPPWRQAVPFALSALLYGANNNLVIYLQRYMDPSTYQVLSNLKIGSTALLYCLCLGHRLSARQGLALLLLMAAGACYASGGFQEPVNTLPGPASAAGAHPMPLHITPLGLLLLILYCLISGLSSVYTELIMKRQRLPLALQNLFLYTFGVILNFGLYAGSGPGPGFLEGFSGWAVLVVLNQAVNGLLMSAVMKHGSSITRLFIVSCSLVVNAVLSAVLLQL.... Result: 0 (no interaction). The miRNA is dme-miR-7-5p with sequence UGGAAGACUAGUGAUUUUGUUGU. (2) The miRNA is mmu-miR-340-5p with sequence UUAUAAAGCAAUGAGACUGAUU. The protein sequence of the target gene is MARLLCFVLLCGIADFTSGLSITTPEQRIEKAKGETAYLPCKFTLSPEDQGPLDIEWLISPSDNQIVDQVIILYSGDKIYDNYYPDLKGRVHFTSNDVKSGDASINVTNLQLSDIGTYQCKVKKAPGVANKKFLLTVLVKPSGTRCFVDGSEEIGNDFKLKCEPKEGSLPLQFEWQKLSDSQTMPTPWLAEMTSPVISVKNASSEYSGTYSCTVQNRVGSDQCMLRLDVVPPSNRAGTIAGAVIGTLLALVLIGAILFCCHRKRREEKYEKEVHHDIREDVPPPKSRTSTARSYIGSNHS.... Result: 1 (interaction). (3) The miRNA is hsa-miR-548aj-3p with sequence UAAAAACUGCAAUUACUUUUA. The protein sequence of the target gene is MDAIHIGMSSTPLVKHTAGAGLKANRPRVMSKSGHSNVRIDKVDGIYLLYLQDLWTTVIDMKWRYKLTLFAATFVMTWFLFGVIYYAIAFIHGDLEPGEPISNHTPCIMKVDSLTGAFLFSLESQTTIGYGVRSITEECPHAIFLLVAQLVITTLIEIFITGTFLAKIARPKKRAETIKFSHCAVITKQNGKLCLVIQVANMRKSLLIQCQLSGKLLQTHVTKEGERILLNQATVKFHVDSSSESPFLILPMTFYHVLDETSPLRDLTPQNLKEKEFELVVLLNATVESTSAVCQSRTSY.... Result: 1 (interaction). (4) The miRNA is mmu-miR-1900 with sequence GGCCGCCCUCUCUGGUCCUUCA. The protein sequence of the target gene is MSKKGRSKGEKPEMETDAVQMANEELRAKLTSIQIEFQQEKSKVGKLRERLQEAKLEREQEQRRHTAYISELKAKLHEEKTKELQALREGLIRQHEQEAARTAKIKEGELQRLQATLNVLRDGAADKVKTALLTEAREEARRAFDGERLRLQQEILELKAARKQAEEALSNCMQADKTKAADLRAAYQAHQDEVHRIKRECERDIRRLMDEIKGKDRVILALEKELGVQAGQTQKLLLQKEALDEQLVQVKEAERHHSSPKRELPPGIGDMVELMGVQDQHMDERDVRRFQLKIAELNSV.... Result: 0 (no interaction). (5) The miRNA is hsa-miR-519b-3p with sequence AAAGUGCAUCCUUUUAGAGGUU. The protein sequence of the target gene is MNEQKMNEQMKKTAKTSGQKGPGGRALDRLTLKQDEARPVQNTRVEAPRVTYTIRDESEISPETEEDGFPDGYLECIIRGEFSEPILEEDFLFKSFESLEEVEQNLSRQVLEASSLLESSLEYMTKGTKQEKTEVTQETPPLRVGASSLLAGGPAEKPEGGVYCGVLSMLECPQAGCKKKLRGKTALRKHMLVHGPRRHVCAECGKAFTESSKLKRHFLVHTGEKPYQCTFEGCGKRFSLDFNLRTHIRIHTGERRFVCPFDGCEKSFIQSNNQKIHILTHAKAGKKC. Result: 0 (no interaction).